Task: Predict which catalyst facilitates the given reaction.. Dataset: Catalyst prediction with 721,799 reactions and 888 catalyst types from USPTO (1) Reactant: Cl[CH2:2][CH2:3][N:4]([CH2:12][CH2:13]Cl)[C:5]([O:7][C:8]([CH3:11])([CH3:10])[CH3:9])=[O:6].[Cl:15][C:16]1[CH:17]=[C:18]([CH2:23][C:24]#[N:25])[CH:19]=[CH:20][C:21]=1[Cl:22].C(=O)([O-])[O-].[Cs+].[Cs+]. Product: [C:5]([N:4]1[CH2:3][CH2:2][C:23]([C:18]2[CH:19]=[CH:20][C:21]([Cl:22])=[C:16]([Cl:15])[CH:17]=2)([C:24]#[N:25])[CH2:13][CH2:12]1)([O:7][C:8]([CH3:9])([CH3:10])[CH3:11])=[O:6]. The catalyst class is: 16. (2) Reactant: [Br:1][C:2]1[CH:9]=[CH:8][C:5]([CH:6]=[O:7])=[C:4]([F:10])[CH:3]=1.[CH2:11](O)[CH2:12][OH:13].O.C1(C)C=CC(S(O)(=O)=O)=CC=1. Product: [Br:1][C:2]1[CH:9]=[CH:8][C:5]([CH:6]2[O:13][CH2:12][CH2:11][O:7]2)=[C:4]([F:10])[CH:3]=1. The catalyst class is: 11. (3) Reactant: [O:1]=[C:2]1[C:11]2[C:6](=[CH:7][CH:8]=[CH:9][CH:10]=2)[C:5]([CH:12]2[CH2:22][C:14]3([CH2:17][CH:16]([C:18](OC)=[O:19])[CH2:15]3)[CH2:13]2)=[N:4][NH:3]1.[Li+].[BH4-]. Product: [OH:19][CH2:18][CH:16]1[CH2:15][C:14]2([CH2:13][CH:12]([C:5]3[C:6]4[C:11](=[CH:10][CH:9]=[CH:8][CH:7]=4)[C:2](=[O:1])[NH:3][N:4]=3)[CH2:22]2)[CH2:17]1. The catalyst class is: 1. (4) Reactant: [CH3:1][O:2][C:3]([C:5]1([CH3:30])[CH2:10][CH2:9][CH2:8][N:7]([C:11](=[O:29])[C@@H:12]([NH:14][C:15](=[O:28])[C@@H:16]([NH:20][C:21]([O:23]C(C)(C)C)=O)[CH:17]([CH3:19])[CH3:18])[CH3:13])[NH:6]1)=[O:4].FC(F)(F)C(O)=O.[C:38]([O:41][C@@H:42]([C:44]1[CH:53]=[CH:52][C:51]2[C:46](=[CH:47][C:48](/[CH:54]=[CH:55]/[C:56](C)([CH3:60])[C:57](O)=O)=[CH:49][CH:50]=2)[N:45]=1)[CH3:43])(=[O:40])[CH3:39].C(N(CC)C(C)C)(C)C.F[P-](F)(F)(F)(F)F.CN(C(ON1C2=NC=CC=C2N=N1)=[N+](C)C)C. Product: [CH3:1][O:2][C:3]([C:5]1([CH3:30])[CH2:10][CH2:9][CH2:8][N:7]([C:11](=[O:29])[C@@H:12]([NH:14][C:15](=[O:28])[C@@H:16]([NH:20][C:21](=[O:23])[C:56]([CH3:60])([CH3:57])/[CH:55]=[CH:54]/[C:48]2[CH:47]=[C:46]3[C:51]([CH:52]=[CH:53][C:44]([C@H:42]([O:41][C:38](=[O:40])[CH3:39])[CH3:43])=[N:45]3)=[CH:50][CH:49]=2)[CH:17]([CH3:18])[CH3:19])[CH3:13])[NH:6]1)=[O:4]. The catalyst class is: 545. (5) Reactant: [C:1]([C:5]1[CH:13]=[CH:12][C:8]([C:9]([OH:11])=O)=[CH:7][C:6]=1[N+:14]([O-:16])=[O:15])([CH3:4])([CH3:3])[CH3:2].[Cl:17][C:18]1[N:23]=[CH:22][C:21]([NH2:24])=[CH:20][CH:19]=1.C(P1(=O)OP(=O)(CCC)OP(=O)(CCC)O1)CC.C(N(C(C)C)C(C)C)C. Product: [C:1]([C:5]1[CH:13]=[CH:12][C:8]([C:9]([NH:24][C:21]2[CH:22]=[N:23][C:18]([Cl:17])=[CH:19][CH:20]=2)=[O:11])=[CH:7][C:6]=1[N+:14]([O-:16])=[O:15])([CH3:2])([CH3:3])[CH3:4]. The catalyst class is: 18. (6) Reactant: [CH3:1][C:2]1[CH:7]=[CH:6][N:5]2[C:8]([C:11]3[CH:12]=[C:13](OS(C(F)(F)F)(=O)=O)[CH:14]=[CH:15][CH:16]=3)=[CH:9][N:10]=[C:4]2[N:3]=1.P([O-])([O-])([O-])=O.[K+].[K+].[K+].B1([C:39]2[CH:44]=[CH:43][CH:42]=[N:41][CH:40]=2)OCCCO1. Product: [CH3:1][C:2]1[CH:7]=[CH:6][N:5]2[C:8]([C:11]3[CH:16]=[CH:15][CH:14]=[C:13]([C:39]4[CH:40]=[N:41][CH:42]=[CH:43][CH:44]=4)[CH:12]=3)=[CH:9][N:10]=[C:4]2[N:3]=1. The catalyst class is: 77. (7) Reactant: Cl[C:2]1[C:7]([CH3:8])=[C:6]([O:9][CH2:10][C:11]([O:13][CH3:14])=[O:12])[N:5]=[C:4]([CH:15]2[CH2:17][CH2:16]2)[N:3]=1.[N-:18]=[N+:19]=[N-:20].[Na+].O.CCOCC. Product: [N:18]([C:2]1[C:7]([CH3:8])=[C:6]([O:9][CH2:10][C:11]([O:13][CH3:14])=[O:12])[N:5]=[C:4]([CH:15]2[CH2:17][CH2:16]2)[N:3]=1)=[N+:19]=[N-:20]. The catalyst class is: 9.